Dataset: Forward reaction prediction with 1.9M reactions from USPTO patents (1976-2016). Task: Predict the product of the given reaction. Given the reactants Br[C:2]1[CH:3]=[C:4]2[C:9](=[CH:10][CH:11]=1)[N:8]([C:12]1[C:16]3[CH2:17][N:18]([C:21](=[O:23])[CH3:22])[CH2:19][CH2:20][C:15]=3[N:14]([C@H:24]3[CH2:28][CH2:27][O:26][CH2:25]3)[N:13]=1)[CH2:7][CH:6](O[Si](C(C)(C)C)(C)C)[CH2:5]2.[F:37][C:38]([F:51])([F:50])[O:39]C1C=C2C(CCCN2)=CC=1.C(O[Na])(C)(C)C.COC(C)(C)C.C1(P(C2CCCCC2)C2C=CC=CC=2C2C(OC(C)C)=CC=CC=2OC(C)C)CCCCC1, predict the reaction product. The product is: [O:26]1[CH2:27][CH2:28][C@H:24]([N:14]2[C:15]3[CH2:20][CH2:19][N:18]([C:21](=[O:23])[CH3:22])[CH2:17][C:16]=3[C:12]([N:8]3[C:9]4[C:4](=[CH:3][CH:2]=[C:11]([O:39][C:38]([F:51])([F:50])[F:37])[CH:10]=4)[CH2:5][CH2:6][CH2:7]3)=[N:13]2)[CH2:25]1.